From a dataset of Retrosynthesis with 50K atom-mapped reactions and 10 reaction types from USPTO. Predict the reactants needed to synthesize the given product. (1) Given the product O=C(c1ccc(OCCN2CCCCC2)cc1)c1c(-c2cccc(F)c2F)ccc2cc(O)ccc12, predict the reactants needed to synthesize it. The reactants are: COc1ccc2c(C(=O)c3ccc(OCCN4CCCCC4)cc3)c(-c3cccc(F)c3F)ccc2c1. (2) Given the product CCC(O)[C@@H](CC)Nc1nc(NCc2ccccc2)c2ncn(C(C)C)c2n1, predict the reactants needed to synthesize it. The reactants are: CC(C)n1cnc2c(NCc3ccccc3)nc(F)nc21.CCC(O)[C@H](N)CC. (3) Given the product CC(C)S(=O)(=O)Cc1cc(N2CCOC[C@@H]2C)nc(-c2ccc(NC(=O)Oc3ccccc3)cc2)n1, predict the reactants needed to synthesize it. The reactants are: CC(C)S(=O)(=O)Cc1cc(N2CCOC[C@@H]2C)nc(-c2ccc(N)cc2)n1.O=C(Cl)Oc1ccccc1. (4) Given the product CCCCCc1c(CO)nc(C(C)C)c(CO[Si](c2ccccc2)(c2ccccc2)C(C)(C)C)c1-c1ccc(F)cc1, predict the reactants needed to synthesize it. The reactants are: CCCCCc1c(COC(C)=O)nc(C(C)C)c(CO[Si](c2ccccc2)(c2ccccc2)C(C)(C)C)c1-c1ccc(F)cc1. (5) Given the product COc1nc(-c2cc(NC(=O)c3ccc(Cl)cn3)nc(NC(=O)C(C)N(C)C(=O)OC(C)(C)C)c2)c2c(n1)c(C)nn2C, predict the reactants needed to synthesize it. The reactants are: C[O-].Cc1nn(C)c2c(-c3cc(NC(=O)c4ccc(Cl)cn4)nc(NC(=O)C(C)N(C)C(=O)OC(C)(C)C)c3)nc(Cl)nc12. (6) Given the product O=C(c1cc(F)cnc1Oc1ccc(F)c(Cl)c1)N1CCCc2ccccc21, predict the reactants needed to synthesize it. The reactants are: O=C(O)c1cc(F)cnc1Oc1ccc(F)c(Cl)c1.c1ccc2c(c1)CCCN2. (7) Given the product CSCC[C@H](N)C(=O)O, predict the reactants needed to synthesize it. The reactants are: CSCCC(NC(C)=O)C(=O)O.